Dataset: Catalyst prediction with 721,799 reactions and 888 catalyst types from USPTO. Task: Predict which catalyst facilitates the given reaction. Reactant: ClC1C=CC=C(Cl)C=1C(Cl)=O.[CH3:12][O:13][C:14]1[CH:15]=[C:16]2[C:21](=[CH:22][C:23]=1[O:24][CH3:25])[N:20]=[CH:19][N:18]=[C:17]2[O:26][C:27]1[CH:33]=[CH:32][C:30]([NH2:31])=[CH:29][CH:28]=1.[Cl:34][C:35]1[CH:40]=[CH:39][CH:38]=[C:37]([Cl:41])[C:36]=1[C:42]([N:44]=[C:45]=[S:46])=[O:43]. Product: [Cl:34][C:35]1[CH:40]=[CH:39][CH:38]=[C:37]([Cl:41])[C:36]=1[C:42]([N:44]=[C:45]=[S:46])=[O:43].[Cl:34][C:35]1[CH:40]=[CH:39][CH:38]=[C:37]([Cl:41])[C:36]=1[C:42]([NH:44][C:45]([NH:31][C:30]1[CH:32]=[CH:33][C:27]([O:26][C:17]2[C:16]3[C:21](=[CH:22][C:23]([O:24][CH3:25])=[C:14]([O:13][CH3:12])[CH:15]=3)[N:20]=[CH:19][N:18]=2)=[CH:28][CH:29]=1)=[S:46])=[O:43]. The catalyst class is: 234.